From a dataset of Reaction yield outcomes from USPTO patents with 853,638 reactions. Predict the reaction yield, written as a fraction of the theoretical maximum amount of product (1.0 means a 100% yield; for example, 0.34 means a 34% yield). The reactants are [F:1][C:2]([F:12])([F:11])[C:3]1[CH:4]=[C:5]([NH2:10])[C:6]([NH2:9])=[CH:7][CH:8]=1.[C:13](N1C=CN=C1)(N1C=CN=C1)=[O:14]. The catalyst is C1COCC1.CCOC(C)=O. The product is [F:1][C:2]([F:11])([F:12])[C:3]1[CH:8]=[CH:7][C:6]2[NH:9][C:13](=[O:14])[NH:10][C:5]=2[CH:4]=1. The yield is 0.610.